From a dataset of Forward reaction prediction with 1.9M reactions from USPTO patents (1976-2016). Predict the product of the given reaction. Given the reactants [Li+].C[Si]([N-][Si](C)(C)C)(C)C.[C:11](#[N:13])[CH3:12].[O:14]1[CH2:19][CH2:18][CH:17]([C:20](OC)=[O:21])[CH2:16][CH2:15]1, predict the reaction product. The product is: [O:21]=[C:20]([CH:17]1[CH2:18][CH2:19][O:14][CH2:15][CH2:16]1)[CH2:12][C:11]#[N:13].